Dataset: Full USPTO retrosynthesis dataset with 1.9M reactions from patents (1976-2016). Task: Predict the reactants needed to synthesize the given product. Given the product [C:1]([O:5][C:6](=[O:19])[NH:7][CH:8]1[CH2:17][C:16]2[C:11](=[N:12][CH:13]=[CH:14][CH:15]=2)[N:10]([CH2:20][CH3:21])[C:9]1=[O:18])([CH3:4])([CH3:2])[CH3:3], predict the reactants needed to synthesize it. The reactants are: [C:1]([O:5][C:6](=[O:19])[NH:7][CH:8]1[CH2:17][C:16]2[C:11](=[N:12][CH:13]=[CH:14][CH:15]=2)[NH:10][C:9]1=[O:18])([CH3:4])([CH3:3])[CH3:2].[CH2:20](I)[CH3:21].